This data is from Full USPTO retrosynthesis dataset with 1.9M reactions from patents (1976-2016). The task is: Predict the reactants needed to synthesize the given product. (1) The reactants are: Cl[C:2]1[C:6]2[CH:7]=[CH:8][CH:9]=[CH:10][C:5]=2[S:4](=[O:12])(=[O:11])[N:3]=1.[Cl:13][C:14]1[C:18]([Cl:19])=[C:17]([CH2:20][OH:21])[S:16][N:15]=1.C(N(CC)CC)C.O. Given the product [Cl:13][C:14]1[C:18]([Cl:19])=[C:17]([CH2:20][O:21][C:2]2[C:6]3[CH:7]=[CH:8][CH:9]=[CH:10][C:5]=3[S:4](=[O:12])(=[O:11])[N:3]=2)[S:16][N:15]=1, predict the reactants needed to synthesize it. (2) Given the product [CH3:1][O:2][C:3]([C:5]1[N:6]([CH3:24])[C:7]([C:27]#[C:26][CH2:25][N:28]2[CH2:33][CH2:32][O:31][CH2:30][CH2:29]2)=[C:8]([C:16]2[CH:21]=[CH:20][C:19]([F:22])=[CH:18][CH:17]=2)[C:9]=1[C:10]1[CH:15]=[CH:14][N:13]=[CH:12][CH:11]=1)=[O:4], predict the reactants needed to synthesize it. The reactants are: [CH3:1][O:2][C:3]([C:5]1[N:6]([CH3:24])[C:7](Br)=[C:8]([C:16]2[CH:21]=[CH:20][C:19]([F:22])=[CH:18][CH:17]=2)[C:9]=1[C:10]1[CH:15]=[CH:14][N:13]=[CH:12][CH:11]=1)=[O:4].[CH2:25]([N:28]1[CH2:33][CH2:32][O:31][CH2:30][CH2:29]1)[C:26]#[CH:27]. (3) The reactants are: [Br:1]C1C(N2CCOCC2)=NC(NC2C=C(F)C=C(F)C=2)=NC=1.[CH2:23]([O:25][C:26]([C:28]1C=[N:30][CH:31]=[C:32](B(O)O)[CH:33]=1)=[O:27])C.[CH:37]1(P([CH:37]2[CH2:42]CC[CH2:39][CH2:38]2)C2C=CC=CC=2C2C(C(C)C)=CC(C(C)C)=CC=2C(C)C)[CH2:42]CC[CH2:39][CH2:38]1.C(=O)([O-])[O-].[Na+].[Na+]. Given the product [Br:1][C:37]1[CH:42]=[C:31]2[C:32]([CH:33]=[C:28]([C:26]([O:25][CH3:23])=[O:27])[NH:30]2)=[CH:39][CH:38]=1, predict the reactants needed to synthesize it.